From a dataset of NCI-60 drug combinations with 297,098 pairs across 59 cell lines. Regression. Given two drug SMILES strings and cell line genomic features, predict the synergy score measuring deviation from expected non-interaction effect. (1) Drug 1: CNC(=O)C1=CC=CC=C1SC2=CC3=C(C=C2)C(=NN3)C=CC4=CC=CC=N4. Drug 2: C#CCC(CC1=CN=C2C(=N1)C(=NC(=N2)N)N)C3=CC=C(C=C3)C(=O)NC(CCC(=O)O)C(=O)O. Cell line: HCC-2998. Synergy scores: CSS=10.1, Synergy_ZIP=1.43, Synergy_Bliss=4.27, Synergy_Loewe=3.52, Synergy_HSA=2.78. (2) Drug 1: C1C(C(OC1N2C=C(C(=O)NC2=O)F)CO)O. Drug 2: CN1C(=O)N2C=NC(=C2N=N1)C(=O)N. Cell line: MOLT-4. Synergy scores: CSS=51.5, Synergy_ZIP=0.906, Synergy_Bliss=0.825, Synergy_Loewe=-46.3, Synergy_HSA=0.706. (3) Drug 1: C1=CN(C(=O)N=C1N)C2C(C(C(O2)CO)O)O.Cl. Drug 2: C1CN(P(=O)(OC1)NCCCl)CCCl. Cell line: SK-MEL-28. Synergy scores: CSS=23.2, Synergy_ZIP=-5.60, Synergy_Bliss=0.607, Synergy_Loewe=-29.3, Synergy_HSA=-0.555. (4) Drug 1: C1=C(C(=O)NC(=O)N1)F. Drug 2: CN1C2=C(C=C(C=C2)N(CCCl)CCCl)N=C1CCCC(=O)O.Cl. Cell line: NCI-H460. Synergy scores: CSS=39.7, Synergy_ZIP=-2.97, Synergy_Bliss=-11.7, Synergy_Loewe=-28.4, Synergy_HSA=-11.7. (5) Drug 1: CC1=C2C(C(=O)C3(C(CC4C(C3C(C(C2(C)C)(CC1OC(=O)C(C(C5=CC=CC=C5)NC(=O)OC(C)(C)C)O)O)OC(=O)C6=CC=CC=C6)(CO4)OC(=O)C)O)C)O. Drug 2: C1CN(P(=O)(OC1)NCCCl)CCCl. Cell line: M14. Synergy scores: CSS=5.77, Synergy_ZIP=-4.06, Synergy_Bliss=-4.22, Synergy_Loewe=-7.85, Synergy_HSA=-3.74. (6) Drug 1: CC1=CC=C(C=C1)C2=CC(=NN2C3=CC=C(C=C3)S(=O)(=O)N)C(F)(F)F. Drug 2: CC1=C(N=C(N=C1N)C(CC(=O)N)NCC(C(=O)N)N)C(=O)NC(C(C2=CN=CN2)OC3C(C(C(C(O3)CO)O)O)OC4C(C(C(C(O4)CO)O)OC(=O)N)O)C(=O)NC(C)C(C(C)C(=O)NC(C(C)O)C(=O)NCCC5=NC(=CS5)C6=NC(=CS6)C(=O)NCCC[S+](C)C)O. Cell line: 786-0. Synergy scores: CSS=33.3, Synergy_ZIP=5.40, Synergy_Bliss=4.84, Synergy_Loewe=-20.5, Synergy_HSA=2.80. (7) Drug 1: COC1=C(C=C2C(=C1)N=CN=C2NC3=CC(=C(C=C3)F)Cl)OCCCN4CCOCC4. Drug 2: C1CN(CCN1C(=O)CCBr)C(=O)CCBr. Cell line: NCI-H522. Synergy scores: CSS=39.8, Synergy_ZIP=-3.58, Synergy_Bliss=-2.36, Synergy_Loewe=2.70, Synergy_HSA=3.72.